From a dataset of Reaction yield outcomes from USPTO patents with 853,638 reactions. Predict the reaction yield, written as a fraction of the theoretical maximum amount of product (1.0 means a 100% yield; for example, 0.34 means a 34% yield). (1) The reactants are [C:1]([O:7][C:8]([CH3:11])([CH3:10])[CH3:9])(=[O:6])[CH2:2][C:3]([CH3:5])=O.[Br:12][C:13]1[CH:14]=[C:15]([CH:18]=[CH:19][CH:20]=1)[CH:16]=O.[NH4+:21].[OH-:22]. The catalyst is CCO.C(Cl)Cl. The product is [Br:12][C:13]1[CH:14]=[C:15]([CH:16]2[C:2]([C:1]([O:7][C:8]([CH3:11])([CH3:10])[CH3:9])=[O:6])=[C:3]([CH3:5])[NH:21][C:3]([CH3:5])=[C:2]2[C:1]([O:7][C:8]([CH3:11])([CH3:10])[CH3:9])=[O:22])[CH:18]=[CH:19][CH:20]=1. The yield is 0.480. (2) The reactants are C([N:9]=[C:10]=[S:11])(=O)C1C=CC=CC=1.[NH:12]1[CH:16]=[CH:15][N:14]=[C:13]1[CH2:17][NH:18][C:19]1[CH:23]=[CH:22][NH:21][C:20]=1[C:24]([O:26]CC)=O. The catalyst is C(Cl)Cl.CO. The product is [NH:14]1[CH:15]=[CH:16][N:12]=[C:13]1[CH2:17][N:18]1[C:19]2[CH:23]=[CH:22][NH:21][C:20]=2[C:24](=[O:26])[NH:9][C:10]1=[S:11]. The yield is 0.350. (3) The reactants are Br[C:2]1[CH:7]=[CH:6][C:5]([Cl:8])=[C:4]([C:9]([F:12])([F:11])[F:10])[CH:3]=1.[NH2:13][C:14]1[C:19]([CH3:20])=[CH:18][N:17]=[C:16]([Cl:21])[N:15]=1.C(=O)([O-])[O-].[Cs+].[Cs+]. The catalyst is O1CCOCC1.C1C=CC(/C=C/C(/C=C/C2C=CC=CC=2)=O)=CC=1.C1C=CC(/C=C/C(/C=C/C2C=CC=CC=2)=O)=CC=1.C1C=CC(/C=C/C(/C=C/C2C=CC=CC=2)=O)=CC=1.[Pd].[Pd].CC1(C)C2C(=C(P(C3C=CC=CC=3)C3C=CC=CC=3)C=CC=2)OC2C(P(C3C=CC=CC=3)C3C=CC=CC=3)=CC=CC1=2. The product is [Cl:21][C:16]1[N:15]=[C:14]([NH:13][C:2]2[CH:7]=[CH:6][C:5]([Cl:8])=[C:4]([C:9]([F:12])([F:11])[F:10])[CH:3]=2)[C:19]([CH3:20])=[CH:18][N:17]=1. The yield is 0.620. (4) The reactants are [N:1]([C@H:4]1[C@@H:11]([N:12]=[N+]=[N-])[CH2:10][CH2:9][CH:8]=[CH:7][CH2:6][CH2:5]1)=[N+]=[N-].[H-].[Al+3].[Li+].[H-].[H-].[H-].[OH2:21].[F:22][C:23]([F:34])([F:33])[C:24](O[C:24](=[O:25])[C:23]([F:34])([F:33])[F:22])=[O:25]. The catalyst is C1COCC1.ClCCl. The product is [C@@H:11]1([NH:12][C:24](=[O:25])[C:23]([F:34])([F:22])[F:33])[CH2:10][CH2:9][CH:8]=[CH:7][CH2:6][CH2:5][C@@H:4]1[NH:1][C:24](=[O:21])[C:23]([F:34])([F:33])[F:22]. The yield is 0.180.